This data is from NCI-60 drug combinations with 297,098 pairs across 59 cell lines. The task is: Regression. Given two drug SMILES strings and cell line genomic features, predict the synergy score measuring deviation from expected non-interaction effect. Drug 1: C1CC(=O)NC(=O)C1N2CC3=C(C2=O)C=CC=C3N. Drug 2: CC1CCC2CC(C(=CC=CC=CC(CC(C(=O)C(C(C(=CC(C(=O)CC(OC(=O)C3CCCCN3C(=O)C(=O)C1(O2)O)C(C)CC4CCC(C(C4)OC)OCCO)C)C)O)OC)C)C)C)OC. Cell line: CAKI-1. Synergy scores: CSS=20.7, Synergy_ZIP=-10.5, Synergy_Bliss=-6.35, Synergy_Loewe=-26.1, Synergy_HSA=-3.01.